This data is from NCI-60 drug combinations with 297,098 pairs across 59 cell lines. The task is: Regression. Given two drug SMILES strings and cell line genomic features, predict the synergy score measuring deviation from expected non-interaction effect. (1) Drug 1: C1=NC2=C(N1)C(=S)N=CN2. Drug 2: C1CN(CCN1C(=O)CCBr)C(=O)CCBr. Cell line: A498. Synergy scores: CSS=14.5, Synergy_ZIP=-2.89, Synergy_Bliss=0.745, Synergy_Loewe=1.02, Synergy_HSA=1.85. (2) Drug 1: C1=CC(=CC=C1CCC2=CNC3=C2C(=O)NC(=N3)N)C(=O)NC(CCC(=O)O)C(=O)O. Drug 2: C1CCC(C(C1)N)N.C(=O)(C(=O)[O-])[O-].[Pt+4]. Cell line: SNB-19. Synergy scores: CSS=31.2, Synergy_ZIP=-14.1, Synergy_Bliss=-5.21, Synergy_Loewe=-3.48, Synergy_HSA=-1.14. (3) Cell line: HOP-92. Drug 1: C1CN1C2=NC(=NC(=N2)N3CC3)N4CC4. Synergy scores: CSS=39.2, Synergy_ZIP=-13.9, Synergy_Bliss=-10.1, Synergy_Loewe=-5.01, Synergy_HSA=-3.83. Drug 2: CCN(CC)CCCC(C)NC1=C2C=C(C=CC2=NC3=C1C=CC(=C3)Cl)OC. (4) Synergy scores: CSS=55.5, Synergy_ZIP=-7.13, Synergy_Bliss=-4.96, Synergy_Loewe=-4.44, Synergy_HSA=-1.15. Drug 2: CCCCC(=O)OCC(=O)C1(CC(C2=C(C1)C(=C3C(=C2O)C(=O)C4=C(C3=O)C=CC=C4OC)O)OC5CC(C(C(O5)C)O)NC(=O)C(F)(F)F)O. Drug 1: C1=CN(C(=O)N=C1N)C2C(C(C(O2)CO)O)O.Cl. Cell line: DU-145.